From a dataset of Peptide-MHC class II binding affinity with 134,281 pairs from IEDB. Regression. Given a peptide amino acid sequence and an MHC pseudo amino acid sequence, predict their binding affinity value. This is MHC class II binding data. (1) The peptide sequence is WGAIWRIDTPDKLTG. The MHC is DRB1_0802 with pseudo-sequence DRB1_0802. The binding affinity (normalized) is 0.579. (2) The peptide sequence is INSMKTSFSSRLLIN. The MHC is DRB1_0404 with pseudo-sequence DRB1_0404. The binding affinity (normalized) is 0.314. (3) The peptide sequence is SELYLYKVVKIEPLGVAP. The MHC is HLA-DPA10301-DPB10402 with pseudo-sequence HLA-DPA10301-DPB10402. The binding affinity (normalized) is 0.927. (4) The peptide sequence is CDPKRYFVPIFSEAV. The MHC is DRB1_1302 with pseudo-sequence DRB1_1302. The binding affinity (normalized) is 0.352. (5) The peptide sequence is ADTISSYFVGKMY. The MHC is H-2-IAd with pseudo-sequence H-2-IAd. The binding affinity (normalized) is 0.